This data is from Reaction yield outcomes from USPTO patents with 853,638 reactions. The task is: Predict the reaction yield, written as a fraction of the theoretical maximum amount of product (1.0 means a 100% yield; for example, 0.34 means a 34% yield). (1) The reactants are [Cl:1][C:2]1[CH:7]=[CH:6][C:5]([C:8](=O)[CH2:9][C:10](=O)[C:11]([F:14])([F:13])[F:12])=[CH:4][CH:3]=1.[NH2:17][C:18]1[C:22]([C:23]2[CH:28]=[CH:27][N:26]=[C:25]([CH3:29])[CH:24]=2)=[CH:21][NH:20][N:19]=1. No catalyst specified. The product is [Cl:1][C:2]1[CH:7]=[CH:6][C:5]([C:8]2[CH:9]=[C:10]([C:11]([F:14])([F:13])[F:12])[N:19]3[N:20]=[CH:21][C:22]([C:23]4[CH:28]=[CH:27][N:26]=[C:25]([CH3:29])[CH:24]=4)=[C:18]3[N:17]=2)=[CH:4][CH:3]=1. The yield is 0.430. (2) The reactants are [CH2:1]([O:3][C:4]([C:6]1[C:7]([CH3:14])=[N:8][C:9]([S:12][CH3:13])=[N:10][CH:11]=1)=[O:5])[CH3:2].CO[CH:17](OC)[N:18]([CH3:20])[CH3:19]. The catalyst is CN(C=O)C. The product is [CH2:1]([O:3][C:4]([C:6]1[C:7]([CH:14]=[CH:17][N:18]([CH3:20])[CH3:19])=[N:8][C:9]([S:12][CH3:13])=[N:10][CH:11]=1)=[O:5])[CH3:2]. The yield is 0.750. (3) The reactants are [NH2:1][C:2]1[N:10]=[C:9]2[C:5]([N:6]=[CH:7][N:8]2[C@@H:11]2[O:15][C@H:14]([CH2:16][OH:17])[C@@H:13]([OH:18])[C@:12]2([F:20])[CH3:19])=[C:4]([N:21]2[CH2:24][CH2:23][CH2:22]2)[N:3]=1.N1C=NN=N1.C(#N)C.C(N([CH:40]([O:48][P:49](N)[O-:50])N(C(C)C)C(C)C)C(C)C)(C)C. The catalyst is N1C=CC=CC=1. The product is [P:49]([OH:50])([OH:15])[OH:48].[N:21]1([C:4]2[N:3]=[C:2]([NH2:1])[N:10]=[C:9]3[C:5]=2[N:6]=[CH:7][N:8]3[C@@H:11]2[O:15][C@H:14]3[C@@H:13]([O:18][P:49]([O:48][CH3:40])[O:17][CH2:16]3)[C@:12]2([F:20])[CH3:19])[CH2:24][CH2:23][CH2:22]1. The yield is 0.120. (4) The reactants are Cl.N[C:3]1[CH:7]=[CH:6][NH:5][C:4]=1[C:8]([O:10][CH2:11][CH3:12])=[O:9].[BrH:13].N([O-])=O.[Na+]. The catalyst is O. The product is [Br:13][C:3]1[CH:7]=[CH:6][NH:5][C:4]=1[C:8]([O:10][CH2:11][CH3:12])=[O:9]. The yield is 0.520. (5) The reactants are [F:1][C:2]([F:15])([F:14])[O:3][C:4]1[CH:13]=[CH:12][C:7]2[N:8]=[C:9]([NH2:11])[S:10][C:6]=2[CH:5]=1.[C:16]1([CH3:25])[CH:21]=[CH:20][C:19]([C:22](Cl)=[O:23])=[CH:18][CH:17]=1.Br[CH:27]([CH3:33])[C:28]([O:30]CC)=[O:29].COC1C=CC2N=C(N)SC=2C=1.ClC1C=C(C=CC=1)C(Cl)=O.BrCC(OCC)=O. No catalyst specified. The product is [CH3:25][C:16]1[CH:21]=[CH:20][C:19]([C:22]([N:11]=[C:9]2[N:8]([CH:27]([CH3:33])[C:28]([OH:30])=[O:29])[C:7]3[CH:12]=[CH:13][C:4]([O:3][C:2]([F:1])([F:14])[F:15])=[CH:5][C:6]=3[S:10]2)=[O:23])=[CH:18][CH:17]=1. The yield is 0.450.